From a dataset of Peptide-MHC class I binding affinity with 185,985 pairs from IEDB/IMGT. Regression. Given a peptide amino acid sequence and an MHC pseudo amino acid sequence, predict their binding affinity value. This is MHC class I binding data. The peptide sequence is TIHLATAPK. The MHC is HLA-B40:01 with pseudo-sequence HLA-B40:01. The binding affinity (normalized) is 0.0847.